Dataset: Full USPTO retrosynthesis dataset with 1.9M reactions from patents (1976-2016). Task: Predict the reactants needed to synthesize the given product. (1) Given the product [C:30]([C:31]1[CH:27]=[CH:28][C:20]([NH:19][C:2]2[C:11]3[C:6](=[CH:7][C:8]([O:14][CH3:15])=[C:9]([O:12][CH3:13])[CH:10]=3)[N:5]=[CH:4][C:3]=2[C:16]([NH2:18])=[O:17])=[C:21]([CH3:29])[CH:22]=1)([OH:33])=[O:32], predict the reactants needed to synthesize it. The reactants are: Cl[C:2]1[C:11]2[C:6](=[CH:7][C:8]([O:14][CH3:15])=[C:9]([O:12][CH3:13])[CH:10]=2)[N:5]=[CH:4][C:3]=1[C:16]([NH2:18])=[O:17].[NH2:19][C:20]1[C:21]([CH3:29])=[C:22](C=[CH:27][CH:28]=1)C(O)=O.[C:30]([OH:33])(=[O:32])[CH3:31]. (2) Given the product [NH2:7][CH2:8][CH2:9][CH2:10][CH2:11][NH:12][S:13]([C:16]1[CH:21]=[CH:20][C:19]([CH2:22][N:23]([CH2:31][C:32]2[NH:36][CH:35]=[CH:34][N:33]=2)[CH2:24][C:25]2[N:26]([CH3:30])[CH:27]=[CH:28][N:29]=2)=[CH:18][CH:17]=1)(=[O:14])=[O:15], predict the reactants needed to synthesize it. The reactants are: C(OC(=O)[NH:7][CH2:8][CH2:9][CH2:10][CH2:11][NH:12][S:13]([C:16]1[CH:21]=[CH:20][C:19]([CH2:22][N:23]([CH2:31][C:32]2[NH:33][CH:34]=[CH:35][N:36]=2)[CH2:24][C:25]2[N:26]([CH3:30])[CH:27]=[CH:28][N:29]=2)=[CH:18][CH:17]=1)(=[O:15])=[O:14])(C)(C)C.Cl.O1CCOCC1.[OH-].[Na+]. (3) Given the product [ClH:31].[ClH:31].[CH3:1][CH:2]1[C:11]2[N:10]=[C:9]([N:12]3[CH2:17][CH2:16][O:15][CH2:14][CH2:13]3)[CH:8]=[CH:7][C:6]=2[CH2:5][NH:4][CH2:3]1, predict the reactants needed to synthesize it. The reactants are: [CH3:1][CH:2]1[C:11]2[N:10]=[C:9]([N:12]3[CH2:17][CH2:16][O:15][CH2:14][CH2:13]3)[CH:8]=[CH:7][C:6]=2[CH2:5][N:4](C(OC(C)(C)C)=O)[CH2:3]1.C(OCC)(=O)C.[ClH:31].